This data is from Forward reaction prediction with 1.9M reactions from USPTO patents (1976-2016). The task is: Predict the product of the given reaction. (1) The product is: [NH2:9][C:5]([N:10]1[CH2:14][CH2:13][CH2:12][CH2:11]1)=[CH:6][C:7]#[N:8]. Given the reactants Cl.C(O[C:5](=[NH:9])[CH2:6][C:7]#[N:8])C.[NH:10]1[CH2:14][CH2:13][CH2:12][CH2:11]1.N1C=CC=C1, predict the reaction product. (2) Given the reactants [NH:1]1[C:5]2[N:6]=[CH:7][CH:8]=[C:9]([C:10]#[N:11])[C:4]=2[CH:3]=[CH:2]1.[CH3:12][CH2:13][O:14]C(C)=O.[CH3:18][C:19](OC(C)=O)=[O:20], predict the reaction product. The product is: [C:13]([N:1]1[C:5]2=[N:6][CH:7]=[CH:8][C:9]([CH2:10][NH:11][C:19](=[O:20])[CH3:18])=[C:4]2[CH:3]=[CH:2]1)(=[O:14])[CH3:12]. (3) Given the reactants [NH2:1][C:2]1[C:7]2[NH:8][C:9]([N:11]3[CH2:16][CH2:15][N:14]([C:17]4[N:22]=[CH:21][C:20]([CH2:23][OH:24])=[CH:19][C:18]=4[Cl:25])[CH2:13][C@H:12]3[CH3:26])=[N:10][C:6]=2[CH:5]=[C:4]([C:27]([F:30])([F:29])[F:28])[CH:3]=1.[F:31][C:32]([F:43])([F:42])[C:33]1[CH:41]=[CH:40][C:36]([C:37](O)=[O:38])=[CH:35][CH:34]=1, predict the reaction product. The product is: [Cl:25][C:18]1[C:17]([N:14]2[CH2:15][CH2:16][N:11]([C:9]3[NH:8][C:7]4[C:2]([NH:1][C:37](=[O:38])[C:36]5[CH:40]=[CH:41][C:33]([C:32]([F:31])([F:42])[F:43])=[CH:34][CH:35]=5)=[CH:3][C:4]([C:27]([F:30])([F:29])[F:28])=[CH:5][C:6]=4[N:10]=3)[C@H:12]([CH3:26])[CH2:13]2)=[N:22][CH:21]=[C:20]([CH2:23][OH:24])[CH:19]=1.